Task: Regression. Given two drug SMILES strings and cell line genomic features, predict the synergy score measuring deviation from expected non-interaction effect.. Dataset: NCI-60 drug combinations with 297,098 pairs across 59 cell lines (1) Drug 1: C1=NC(=NC(=O)N1C2C(C(C(O2)CO)O)O)N. Drug 2: C(CC(=O)O)C(=O)CN.Cl. Cell line: UACC62. Synergy scores: CSS=49.2, Synergy_ZIP=2.70, Synergy_Bliss=4.85, Synergy_Loewe=-53.6, Synergy_HSA=2.51. (2) Drug 1: C1CCC(C1)C(CC#N)N2C=C(C=N2)C3=C4C=CNC4=NC=N3. Drug 2: C1CC(C1)(C(=O)O)C(=O)O.[NH2-].[NH2-].[Pt+2]. Cell line: LOX IMVI. Synergy scores: CSS=42.4, Synergy_ZIP=-3.27, Synergy_Bliss=0.776, Synergy_Loewe=3.20, Synergy_HSA=3.91. (3) Drug 1: CCC1=CC2CC(C3=C(CN(C2)C1)C4=CC=CC=C4N3)(C5=C(C=C6C(=C5)C78CCN9C7C(C=CC9)(C(C(C8N6C)(C(=O)OC)O)OC(=O)C)CC)OC)C(=O)OC.C(C(C(=O)O)O)(C(=O)O)O. Drug 2: CN(C(=O)NC(C=O)C(C(C(CO)O)O)O)N=O. Cell line: LOX IMVI. Synergy scores: CSS=40.2, Synergy_ZIP=-3.26, Synergy_Bliss=-3.37, Synergy_Loewe=-13.6, Synergy_HSA=0.159. (4) Drug 1: C1CCN(CC1)CCOC2=CC=C(C=C2)C(=O)C3=C(SC4=C3C=CC(=C4)O)C5=CC=C(C=C5)O. Drug 2: CNC(=O)C1=NC=CC(=C1)OC2=CC=C(C=C2)NC(=O)NC3=CC(=C(C=C3)Cl)C(F)(F)F. Cell line: MCF7. Synergy scores: CSS=15.2, Synergy_ZIP=-5.37, Synergy_Bliss=1.30, Synergy_Loewe=-0.914, Synergy_HSA=2.83. (5) Drug 1: C1C(C(OC1N2C=NC(=NC2=O)N)CO)O. Drug 2: CC1C(C(CC(O1)OC2CC(CC3=C2C(=C4C(=C3O)C(=O)C5=CC=CC=C5C4=O)O)(C(=O)C)O)N)O. Cell line: CCRF-CEM. Synergy scores: CSS=48.0, Synergy_ZIP=-6.96, Synergy_Bliss=-15.9, Synergy_Loewe=8.18, Synergy_HSA=-7.19.